This data is from Reaction yield outcomes from USPTO patents with 853,638 reactions. The task is: Predict the reaction yield, written as a fraction of the theoretical maximum amount of product (1.0 means a 100% yield; for example, 0.34 means a 34% yield). (1) The reactants are [NH2:1][C:2]1[C:11]([F:12])=[C:10]([F:13])[CH:9]=[C:8]2[C:3]=1[C:4](=[O:25])[C:5]([C:20]([O:22]CC)=[O:21])=[CH:6][N:7]2[CH:14]1[CH2:19][CH2:18][O:17][CH2:16][CH2:15]1. The catalyst is OS(O)(=O)=O.O.CC(O)=O. The product is [NH2:1][C:2]1[C:11]([F:12])=[C:10]([F:13])[CH:9]=[C:8]2[C:3]=1[C:4](=[O:25])[C:5]([C:20]([OH:22])=[O:21])=[CH:6][N:7]2[CH:14]1[CH2:15][CH2:16][O:17][CH2:18][CH2:19]1. The yield is 0.800. (2) The yield is 0.120. The catalyst is C(Cl)Cl. The reactants are [C:1]([C:3]1[CH:4]=[C:5]([CH:11]=[CH:12][CH:13]=1)[O:6][CH2:7][C:8]([OH:10])=O)#[N:2].CCN(C(C)C)C(C)C.[NH2:23][CH2:24][CH:25]([OH:37])[CH2:26][N:27]1[CH2:36][CH2:35][C:34]2[C:29](=[CH:30][CH:31]=[CH:32][CH:33]=2)[CH2:28]1. The product is [C:1]([C:3]1[CH:4]=[C:5]([CH:11]=[CH:12][CH:13]=1)[O:6][CH2:7][C:8]([NH:23][CH2:24][CH:25]([OH:37])[CH2:26][N:27]1[CH2:36][CH2:35][C:34]2[C:29](=[CH:30][CH:31]=[CH:32][CH:33]=2)[CH2:28]1)=[O:10])#[N:2]. (3) The reactants are [CH:1]1([CH2:6][CH:7]([C:16]2[CH:21]=[CH:20][C:19]([S:22]([CH3:25])(=[O:24])=[O:23])=[C:18]([N+:26]([O-])=O)[CH:17]=2)[C:8]([NH:10][C:11]2[S:12][CH:13]=[CH:14][N:15]=2)=[O:9])[CH2:5][CH2:4][CH2:3][CH2:2]1.[Cl-].[NH4+]. The catalyst is CO.O.[Zn]. The product is [NH2:26][C:18]1[CH:17]=[C:16]([CH:7]([CH2:6][CH:1]2[CH2:2][CH2:3][CH2:4][CH2:5]2)[C:8]([NH:10][C:11]2[S:12][CH:13]=[CH:14][N:15]=2)=[O:9])[CH:21]=[CH:20][C:19]=1[S:22]([CH3:25])(=[O:23])=[O:24]. The yield is 0.430. (4) The reactants are [OH:1][CH:2]1[CH2:7][CH2:6][CH:5]([C:8]([O:10][CH2:11][CH3:12])=[O:9])[CH2:4][CH2:3]1.C[N+]1([O-])CCOCC1. The catalyst is C(#N)C.[Ru]([O-])(=O)(=O)=O.C([N+](CCC)(CCC)CCC)CC. The product is [O:1]=[C:2]1[CH2:7][CH2:6][CH:5]([C:8]([O:10][CH2:11][CH3:12])=[O:9])[CH2:4][CH2:3]1. The yield is 0.980. (5) The reactants are [CH2:1]([N:8]1[C:12]2[CH:13]=[CH:14][C:15]3[N:16]([C:17]([CH3:20])=[N:18][N:19]=3)[C:11]=2[CH:10]=[C:9]1[CH2:21]O)[C:2]1[CH:7]=[CH:6][CH:5]=[CH:4][CH:3]=1.[CH:23]1[N:27]=[CH:26][N:25](C([N:25]2[CH:26]=[N:27][CH:23]=[CH:24]2)=O)[CH:24]=1.N1C=CN=C1. The catalyst is CC#N. The product is [CH2:1]([N:8]1[C:12]2[CH:13]=[CH:14][C:15]3[N:16]([C:17]([CH3:20])=[N:18][N:19]=3)[C:11]=2[CH:10]=[C:9]1[CH2:21][N:25]1[CH:24]=[CH:23][N:27]=[CH:26]1)[C:2]1[CH:7]=[CH:6][CH:5]=[CH:4][CH:3]=1. The yield is 0.160. (6) The reactants are N1C=CC=CC=1S[S:8][CH2:9][CH2:10][NH:11][C:12]([C:14]1[CH-:15][CH:16]=[CH:17][CH:18]=1)=[O:13].[CH-:19]1[CH:23]=[CH:22][CH:21]=[CH:20]1.[Fe+2:24].C(S)[C@@H](O)[C@H](O)CS.CCN(CC)CC. The catalyst is CO. The product is [SH:8][CH2:9][CH2:10][NH:11][C:12]([C:14]1[CH-:18][CH:17]=[CH:16][CH:15]=1)=[O:13].[CH-:19]1[CH:23]=[CH:22][CH:21]=[CH:20]1.[Fe+2:24]. The yield is 0.570. (7) The reactants are Cl[C:2]1[CH:7]=[C:6]([Cl:8])[N:5]=[CH:4][N:3]=1.[N:9]1[C:18]2[C:13](=[CH:14][CH:15]=[CH:16][C:17]=2B(O)O)[CH:12]=[CH:11][CH:10]=1.P([O-])([O-])([O-])=O.[K+].[K+].[K+]. The catalyst is O1CCOCC1.C1C=CC([P]([Pd]([P](C2C=CC=CC=2)(C2C=CC=CC=2)C2C=CC=CC=2)([P](C2C=CC=CC=2)(C2C=CC=CC=2)C2C=CC=CC=2)[P](C2C=CC=CC=2)(C2C=CC=CC=2)C2C=CC=CC=2)(C2C=CC=CC=2)C2C=CC=CC=2)=CC=1. The product is [Cl:8][C:6]1[CH:7]=[C:2]([C:17]2[CH:16]=[CH:15][CH:14]=[C:13]3[C:18]=2[N:9]=[CH:10][CH:11]=[CH:12]3)[N:3]=[CH:4][N:5]=1. The yield is 0.140. (8) The reactants are FC1C=CC(N)=CC=1.[F:9][C:10]([F:20])([F:19])[C:11]1[CH:18]=[CH:17][C:14]([CH2:15][NH2:16])=[CH:13][CH:12]=1.[CH3:21][O:22][CH:23]([O:26][CH3:27])[CH:24]=O.C(O[BH-](OC(=O)C)OC(=O)C)(=O)C.[Na+]. No catalyst specified. The product is [CH3:21][O:22][CH:23]([O:26][CH3:27])[CH2:24][NH:16][CH2:15][C:14]1[CH:17]=[CH:18][C:11]([C:10]([F:19])([F:20])[F:9])=[CH:12][CH:13]=1. The yield is 0.670. (9) The reactants are Cl[S:2]([C:5]1[CH:6]=[C:7]2[C:11](=[CH:12][CH:13]=1)[NH:10][C:9](=[O:14])[CH2:8]2)(=[O:4])=[O:3].[NH:15]1[CH2:20][CH2:19][O:18][CH2:17][CH2:16]1. The catalyst is ClCCl. The product is [O:18]1[CH2:19][CH2:20][N:15]([S:2]([C:5]2[CH:6]=[C:7]3[C:11](=[CH:12][CH:13]=2)[NH:10][C:9](=[O:14])[CH2:8]3)(=[O:4])=[O:3])[CH2:16][CH2:17]1. The yield is 0.740.